From a dataset of Forward reaction prediction with 1.9M reactions from USPTO patents (1976-2016). Predict the product of the given reaction. Given the reactants Cl[C:2]1[CH:10]=[CH:9][CH:8]=[CH:7][C:3]=1[C:4]([OH:6])=[O:5].C(N[C:16]1([NH:31][CH2:32][CH2:33][CH2:34][CH3:35])[CH:21]=[CH:20][C:19]([CH2:22][CH2:23][C:24]2[CH:29]=[CH:28][C:27]([NH2:30])=[CH:26][CH:25]=2)=[CH:18][CH2:17]1)CCC.C(=O)([O-])[O-].[K+].[K+], predict the reaction product. The product is: [CH2:10]([N:31]([CH2:32][CH2:33][CH2:34][CH3:35])[C:16]1[CH:17]=[CH:18][C:19]([CH2:22][CH2:23][C:24]2[CH:25]=[CH:26][C:27]([NH:30][C:2]3[CH:10]=[CH:9][CH:8]=[CH:7][C:3]=3[C:4]([OH:6])=[O:5])=[CH:28][CH:29]=2)=[CH:20][CH:21]=1)[CH2:2][CH2:3][CH3:4].